From a dataset of Forward reaction prediction with 1.9M reactions from USPTO patents (1976-2016). Predict the product of the given reaction. (1) Given the reactants [CH3:1][O:2][C:3]1[C:37]([O:38][CH3:39])=[CH:36][CH:35]=[CH:34][C:4]=1[CH2:5][N:6]([CH2:27][CH2:28][CH2:29][CH2:30][CH2:31][CH2:32][CH3:33])[C:7](=[O:26])[CH2:8][O:9][C:10]1[CH:15]=[CH:14][C:13]([CH2:16][C@H:17]([O:23][CH2:24][CH3:25])[C:18]([O:20]CC)=[O:19])=[CH:12][CH:11]=1.[Li+].[OH-].Cl, predict the reaction product. The product is: [CH3:1][O:2][C:3]1[C:37]([O:38][CH3:39])=[CH:36][CH:35]=[CH:34][C:4]=1[CH2:5][N:6]([CH2:27][CH2:28][CH2:29][CH2:30][CH2:31][CH2:32][CH3:33])[C:7](=[O:26])[CH2:8][O:9][C:10]1[CH:11]=[CH:12][C:13]([CH2:16][C@H:17]([O:23][CH2:24][CH3:25])[C:18]([OH:20])=[O:19])=[CH:14][CH:15]=1. (2) Given the reactants [Cl:1][C:2]1[N:7]=[CH:6][N:5]=[C:4]([NH2:8])[CH:3]=1.Br[CH2:10][C:11]([C:13]1[CH:18]=[CH:17][CH:16]=[CH:15][CH:14]=1)=O.CO.O.C([O-])(=O)C.[NH4+], predict the reaction product. The product is: [Cl:1][C:2]1[N:7]=[CH:6][N:5]2[CH:10]=[C:11]([C:13]3[CH:18]=[CH:17][CH:16]=[CH:15][CH:14]=3)[N:8]=[C:4]2[CH:3]=1. (3) Given the reactants [C:1]([O:5][C:6](=[O:16])[CH2:7][CH2:8][CH2:9][CH2:10][CH2:11][CH2:12][C:13]([OH:15])=O)([CH3:4])([CH3:3])[CH3:2].CC[N:19]=C=NCCCN(C)C.Cl.[CH:29]1[CH:30]=[CH:31][C:32]2N(O)N=N[C:33]=2[CH:34]=1.[NH2:39][CH2:40][C:41]([C:43]1[C:44]([O:53][CH3:54])=[N:45][C:46]2[C:51]([CH:52]=1)=[CH:50][CH:49]=[CH:48][CH:47]=2)=[O:42].CCN(C(C)C)C(C)C.C[CH2:65][O:66][C:67](C)=[O:68], predict the reaction product. The product is: [CH2:65]([O:66][C:67]([NH:19][C@H:12]([C:13]([NH:39][CH2:40][C:41]([C:43]1[C:44]([O:53][CH3:54])=[N:45][C:46]2[C:51]([CH:52]=1)=[CH:50][CH:49]=[CH:48][CH:47]=2)=[O:42])=[O:15])[CH2:11][CH2:10][CH2:9][CH2:8][CH2:7][C:6]([O:5][C:1]([CH3:2])([CH3:3])[CH3:4])=[O:16])=[O:68])[C:33]1[CH:32]=[CH:31][CH:30]=[CH:29][CH:34]=1. (4) Given the reactants C(N(C(C)C)CC)(C)C.[Cl:10][C:11]1[CH:31]=[CH:30][C:14]2[C:15](=[O:29])[O:16][C:17]([C:19]3[C:28]4[C:23](=[CH:24][CH:25]=[CH:26][CH:27]=4)[CH:22]=[CH:21][CH:20]=3)=[N:18][C:13]=2[CH:12]=1.[CH:32]1([CH2:38][NH2:39])[CH2:37][CH2:36][CH2:35][CH2:34][CH2:33]1, predict the reaction product. The product is: [Cl:10][C:11]1[CH:31]=[CH:30][C:14]([C:15]([NH:39][CH2:38][CH:32]2[CH2:37][CH2:36][CH2:35][CH2:34][CH2:33]2)=[O:29])=[C:13]([NH:18][C:17]([C:19]2[C:28]3[C:23](=[CH:24][CH:25]=[CH:26][CH:27]=3)[CH:22]=[CH:21][CH:20]=2)=[O:16])[CH:12]=1. (5) Given the reactants [Br:1][C:2]1[C:3]([OH:22])=[CH:4][C:5]([NH:8][C:9]2[S:10][CH:11]=[C:12]([CH2:14][CH2:15][C:16]3[CH:21]=[CH:20][CH:19]=[CH:18][CH:17]=3)[N:13]=2)=[N:6][CH:7]=1.Cl[C:24]1[CH:31]=[N:30][CH:29]=[C:28]([Cl:32])[C:25]=1[C:26]#[N:27].C([O-])([O-])=O.[Cs+].[Cs+], predict the reaction product. The product is: [Br:1][C:2]1[C:3]([O:22][C:24]2[CH:31]=[N:30][CH:29]=[C:28]([Cl:32])[C:25]=2[C:26]#[N:27])=[CH:4][C:5]([NH:8][C:9]2[S:10][CH:11]=[C:12]([CH2:14][CH2:15][C:16]3[CH:17]=[CH:18][CH:19]=[CH:20][CH:21]=3)[N:13]=2)=[N:6][CH:7]=1.